Dataset: Catalyst prediction with 721,799 reactions and 888 catalyst types from USPTO. Task: Predict which catalyst facilitates the given reaction. (1) Reactant: [CH3:1][C:2]1[CH:3]=[C:4]([NH:9][C:10]2[CH:11]=[CH:12][C:13]3[N:14]([C:16]([C:19]([O:21]CC)=[O:20])=[CH:17][N:18]=3)[N:15]=2)[CH:5]=[C:6]([CH3:8])[CH:7]=1.[Li+].[OH-].[OH-].[Na+]. Product: [CH3:1][C:2]1[CH:3]=[C:4]([NH:9][C:10]2[CH:11]=[CH:12][C:13]3[N:14]([C:16]([C:19]([OH:21])=[O:20])=[CH:17][N:18]=3)[N:15]=2)[CH:5]=[C:6]([CH3:8])[CH:7]=1. The catalyst class is: 36. (2) Reactant: [O:1]1[CH2:5][CH2:4][O:3][CH:2]1[C:6]1[CH:7]=[C:8]([CH:12]([C:18](OCC)=[O:19])[C:13](OCC)=[O:14])[CH:9]=[CH:10][CH:11]=1.[Cl-].[Ca+2].[Cl-].C(O)C.[BH4-].[Na+]. Product: [O:1]1[CH2:5][CH2:4][O:3][CH:2]1[C:6]1[CH:7]=[C:8]([CH:12]([CH2:18][OH:19])[CH2:13][OH:14])[CH:9]=[CH:10][CH:11]=1. The catalyst class is: 6. (3) The catalyst class is: 2. Reactant: [CH:1]([C:4]1[CH:9]=[CH:8][C:7]([CH2:10][C:11]([OH:13])=O)=[CH:6][CH:5]=1)([CH3:3])[CH3:2].[CH3:14][O:15][C:16]1[CH:25]=[CH:24][C:23]([C:26]2[CH2:27][CH2:28][N:29]([CH3:32])[CH2:30][CH:31]=2)=[C:22]2[C:17]=1[CH2:18][CH2:19][NH:20][CH2:21]2.CCN(CC)CC.CN(C(ON1N=NC2C=CC=NC1=2)=[N+](C)C)C.F[P-](F)(F)(F)(F)F. Product: [CH:1]([C:4]1[CH:5]=[CH:6][C:7]([CH2:10][C:11]([N:20]2[CH2:19][CH2:18][C:17]3[C:22](=[C:23]([C:26]4[CH2:31][CH2:30][N:29]([CH3:32])[CH2:28][CH:27]=4)[CH:24]=[CH:25][C:16]=3[O:15][CH3:14])[CH2:21]2)=[O:13])=[CH:8][CH:9]=1)([CH3:2])[CH3:3]. (4) The catalyst class is: 8. Product: [F:1][C:2]1[CH:25]=[CH:24][CH:23]=[CH:22][C:3]=1[CH2:4][N:5]1[C:9]2=[N:10][C:11]([C:14]([F:17])([F:15])[F:16])=[CH:12][CH:13]=[C:8]2[C:7]([C:18]2[N:19]=[N:20][C:32]([C:27]([CH3:38])([CH3:26])[C:28]([O:30][CH3:31])=[O:29])=[C:33]([OH:34])[N:21]=2)=[N:6]1. Reactant: [F:1][C:2]1[CH:25]=[CH:24][CH:23]=[CH:22][C:3]=1[CH2:4][N:5]1[C:9]2=[N:10][C:11]([C:14]([F:17])([F:16])[F:15])=[CH:12][CH:13]=[C:8]2[C:7]([C:18](=[NH:21])[NH:19][NH2:20])=[N:6]1.[CH3:26][C:27]([CH3:38])([C:32](=O)[C:33](OC)=[O:34])[C:28]([O:30][CH3:31])=[O:29].